The task is: Predict which catalyst facilitates the given reaction.. This data is from Catalyst prediction with 721,799 reactions and 888 catalyst types from USPTO. (1) Product: [CH3:33][C:34]1[C:39]([CH3:40])=[CH:38][CH:37]=[CH:36][C:35]=1[C:7]([C:3]1[CH:2]=[N:1][CH:6]=[CH:5][CH:4]=1)([C:9]1[N:13]([C:14]([C:27]2[CH:32]=[CH:31][CH:30]=[CH:29][CH:28]=2)([C:15]2[CH:20]=[CH:19][CH:18]=[CH:17][CH:16]=2)[C:21]2[CH:22]=[CH:23][CH:24]=[CH:25][CH:26]=2)[CH:12]=[N:11][CH:10]=1)[OH:8]. The catalyst class is: 410. Reactant: [N:1]1[CH:6]=[CH:5][CH:4]=[C:3]([C:7]([C:9]2[N:13]([C:14]([C:27]3[CH:32]=[CH:31][CH:30]=[CH:29][CH:28]=3)([C:21]3[CH:26]=[CH:25][CH:24]=[CH:23][CH:22]=3)[C:15]3[CH:20]=[CH:19][CH:18]=[CH:17][CH:16]=3)[CH:12]=[N:11][CH:10]=2)=[O:8])[CH:2]=1.[CH3:33][C:34]1[C:39]([CH3:40])=[CH:38][CH:37]=[CH:36][C:35]=1[Mg]Br. (2) Reactant: [F:1][C:2]1[CH:3]=[CH:4][C:5]([N+:16]([O-:18])=[O:17])=[C:6](OS(C(F)(F)F)(=O)=O)[CH:7]=1.[C:19]1(B(O)O)[CH:24]=[CH:23][CH:22]=[CH:21][CH:20]=1.[O-]P([O-])([O-])=O.[K+].[K+].[K+]. Product: [F:1][C:2]1[CH:3]=[CH:4][C:5]([N+:16]([O-:18])=[O:17])=[C:6]([C:19]2[CH:24]=[CH:23][CH:22]=[CH:21][CH:20]=2)[CH:7]=1. The catalyst class is: 104. (3) Reactant: Cl[C:2]1[C:11]2[C:6](=[CH:7][CH:8]=[C:9]([I:12])[CH:10]=2)[N:5]=[CH:4][N:3]=1.[CH2:13]1[C:22]2[C:17](=[CH:18][CH:19]=[CH:20][CH:21]=2)[CH2:16][CH2:15][NH:14]1.C(N(CC)CC)C.N1C2C(=CC=CC=2)C=NC=1. Product: [CH2:13]1[C:22]2[C:17](=[CH:18][CH:19]=[CH:20][CH:21]=2)[CH2:16][CH2:15][N:14]1[C:2]1[C:11]2[C:6](=[CH:7][CH:8]=[C:9]([I:12])[CH:10]=2)[N:5]=[CH:4][N:3]=1. The catalyst class is: 12. (4) Reactant: [F:1][C:2]1([F:33])[O:6][C:5]2[CH:7]=[CH:8][C:9]([NH:11][C:12]([C:14]3[CH:19]=[CH:18][CH:17]=[CH:16][C:15]=3[NH:20][CH2:21][C:22]3[CH:27]=[CH:26][N:25]=[C:24]([C:28]([O:30]CC)=[O:29])[CH:23]=3)=[O:13])=[CH:10][C:4]=2[O:3]1.Cl. Product: [F:33][C:2]1([F:1])[O:6][C:5]2[CH:7]=[CH:8][C:9]([NH:11][C:12]([C:14]3[CH:19]=[CH:18][CH:17]=[CH:16][C:15]=3[NH:20][CH2:21][C:22]3[CH:27]=[CH:26][N:25]=[C:24]([C:28]([OH:30])=[O:29])[CH:23]=3)=[O:13])=[CH:10][C:4]=2[O:3]1. The catalyst class is: 24.